Dataset: Full USPTO retrosynthesis dataset with 1.9M reactions from patents (1976-2016). Task: Predict the reactants needed to synthesize the given product. (1) Given the product [CH3:14][N:2]([CH2:3][C:4]1[CH:9]=[CH:8][C:7]([NH2:10])=[C:6]([CH3:13])[CH:5]=1)[CH3:1], predict the reactants needed to synthesize it. The reactants are: [CH3:1][N:2]([CH3:14])[CH2:3][C:4]1[CH:9]=[CH:8][C:7]([N+:10]([O-])=O)=[C:6]([CH3:13])[CH:5]=1. (2) Given the product [ClH:12].[Cl:12][C:11]1[CH:7]=[C:3]([C:4]([NH2:6])=[O:5])[C:1](=[NH:2])[N:24]([CH2:23][C:21]2[CH:22]=[C:17]([Cl:16])[CH:18]=[CH:19][C:20]=2[S:25]([CH3:27])=[O:26])[CH:10]=1, predict the reactants needed to synthesize it. The reactants are: [C:1]([CH:3]([CH:7]1[C:11]([Cl:12])=[C:10](Cl)C(=O)O1)[C:4]([NH2:6])=[O:5])#[N:2].Cl.[Cl:16][C:17]1[CH:18]=[CH:19][C:20]([S:25]([CH3:27])=[O:26])=[C:21]([CH2:23][NH2:24])[CH:22]=1.C(=O)([O-])[O-].[K+].[K+].[OH-].[Na+]. (3) Given the product [ClH:22].[C:1]([O:5][C:6](=[O:20])[C@H:7]([CH2:12][C:13]([O:15][C:16]([CH3:19])([CH3:18])[CH3:17])=[O:14])[NH:8][CH2:9][CH:10]=[CH2:11])([CH3:4])([CH3:2])[CH3:3], predict the reactants needed to synthesize it. The reactants are: [C:1]([O:5][C:6](=[O:20])[C@H:7]([CH2:12][C:13]([O:15][C:16]([CH3:19])([CH3:18])[CH3:17])=[O:14])[NH:8][CH2:9][CH:10]=[CH2:11])([CH3:4])([CH3:3])[CH3:2].O.[ClH:22].